This data is from HIV replication inhibition screening data with 41,000+ compounds from the AIDS Antiviral Screen. The task is: Binary Classification. Given a drug SMILES string, predict its activity (active/inactive) in a high-throughput screening assay against a specified biological target. (1) The molecule is CC(C)OP(=O)(OC(C)C)C(C[Sn](C)(C)Cl)P(=O)(c1ccccc1)c1ccccc1. The result is 0 (inactive). (2) The drug is CCOC(=O)C12OC(OCC)(CC1(OCC)OCC)C1(CC1)C2=O. The result is 0 (inactive). (3) The compound is CC#CCC(OC(C)=O)c1ccccc1. The result is 0 (inactive).